From a dataset of Full USPTO retrosynthesis dataset with 1.9M reactions from patents (1976-2016). Predict the reactants needed to synthesize the given product. (1) Given the product [F:1][C:2]1[CH:7]=[CH:6][C:5]([O:8][C:13]2[CH:14]=[CH:15][C:10]([N+:16]([O-:18])=[O:17])=[CH:11][CH:12]=2)=[CH:4][CH:3]=1, predict the reactants needed to synthesize it. The reactants are: [F:1][C:2]1[CH:7]=[CH:6][C:5]([OH:8])=[CH:4][CH:3]=1.F[C:10]1([N+:16]([O-:18])=[O:17])[CH:15]=[CH:14][CH:13]=[CH:12][CH2:11]1.C([O-])([O-])=O.[K+].[K+].CN(C=O)C. (2) Given the product [CH3:1][C:2]1[CH:3]=[CH:4][C:5]([O:15][CH2:16][C:17]2[CH:22]=[CH:21][C:20]([F:23])=[CH:19][CH:18]=2)=[C:6]([C:8]2[N:24]([C:25]3[CH:33]=[C:29]([C:28]([CH3:34])=[CH:27][CH:26]=3)[C:30]([OH:32])=[O:31])[C:11]([CH3:12])=[CH:10][CH:9]=2)[CH:7]=1, predict the reactants needed to synthesize it. The reactants are: [CH3:1][C:2]1[CH:3]=[CH:4][C:5]([O:15][CH2:16][C:17]2[CH:22]=[CH:21][C:20]([F:23])=[CH:19][CH:18]=2)=[C:6]([C:8](=O)[CH2:9][CH2:10][C:11](=O)[CH3:12])[CH:7]=1.[NH2:24][C:25]1[CH:26]=[CH:27][C:28]([CH3:34])=[C:29]([CH:33]=1)[C:30]([OH:32])=[O:31].CC1C=CC(S(O)(=O)=O)=CC=1. (3) Given the product [NH2:1][CH:4]([CH3:13])[CH:5]([CH:7]1[CH2:8][CH2:9][O:10][CH2:11][CH2:12]1)[OH:6], predict the reactants needed to synthesize it. The reactants are: [N+:1]([CH:4]([CH3:13])[CH:5]([CH:7]1[CH2:12][CH2:11][O:10][CH2:9][CH2:8]1)[OH:6])([O-])=O.[H][H]. (4) Given the product [Cl:57][C:54]1[CH:55]=[CH:56][C:51]([C@H:48]2[CH2:49][CH2:50][N:43]3[C:44]([NH:45][N:46]=[C:41]([CH2:40][NH:39][C:5]([C:2]4([CH3:1])[CH2:4][CH2:3]4)=[O:7])[C:42]3=[O:58])=[N:47]2)=[CH:52][CH:53]=1, predict the reactants needed to synthesize it. The reactants are: [CH3:1][C:2]1([C:5]([OH:7])=O)[CH2:4][CH2:3]1.CCN=C=NCCCN(C)C.C1C=C2N=NN(O)C2=CC=1.O.CCN(C(C)C)C(C)C.[NH2:39][CH2:40][C:41]1[C:42](=[O:58])[N:43]2[CH2:50][CH2:49][C@H:48]([C:51]3[CH:56]=[CH:55][C:54]([Cl:57])=[CH:53][CH:52]=3)[N:47]=[C:44]2[NH:45][N:46]=1. (5) Given the product [Br:1][C:2]1[CH:9]=[C:8]([F:10])[CH:7]=[C:6]([F:11])[C:3]=1[C:4]#[N:49], predict the reactants needed to synthesize it. The reactants are: [Br:1][C:2]1[CH:9]=[C:8]([F:10])[CH:7]=[C:6]([F:11])[C:3]=1[CH:4]=O.S([O-])(OCCCCCCCCCCCC)(=O)=O.[Na+].C(OI(C1C=CC=CC=1)OC(=O)C)(=O)C.C([O-])(=O)C.[NH4+:49]. (6) The reactants are: N1C2C=CC=CC=2N=C1C1[CH2:15][CH2:14][N:13]([CH2:16][CH2:17][CH:18]2[O:22][C:21](=[O:23])[C:20]([CH2:26][CH3:27])([CH2:24][CH3:25])[CH2:19]2)[CH2:12][CH2:11]1.[C:28]1([C:34]([N:36]2CCNCC2)=[O:35])[CH:33]=[CH:32][CH:31]=[CH:30][CH:29]=1.N1(C2C=CC=CC=2C#N)CCNCC1. Given the product [C:34]([N:36]1[CH2:11][CH2:12][N:13]([CH2:16][CH2:17][CH:18]2[O:22][C:21](=[O:23])[C:20]([CH2:24][CH3:25])([CH2:26][CH3:27])[CH2:19]2)[CH2:14][CH2:15]1)(=[O:35])[C:28]1[CH:33]=[CH:32][CH:31]=[CH:30][CH:29]=1, predict the reactants needed to synthesize it.